From a dataset of CYP2C19 inhibition data for predicting drug metabolism from PubChem BioAssay. Regression/Classification. Given a drug SMILES string, predict its absorption, distribution, metabolism, or excretion properties. Task type varies by dataset: regression for continuous measurements (e.g., permeability, clearance, half-life) or binary classification for categorical outcomes (e.g., BBB penetration, CYP inhibition). Dataset: cyp2c19_veith. (1) The drug is C[N+]1(C)[C@H]2CC[C@@H]1CC(OC(=O)[C@@H](CO)c1ccccc1)C2. The result is 0 (non-inhibitor). (2) The molecule is Cc1cc2[nH]c(=O)c3ccccc3n2n1. The result is 0 (non-inhibitor). (3) The molecule is C/C1=C2/N=C(/C=C3\N=C(/C(C)=C4\[N-][C@@](C)([C@H]5N=C1[C@@](C)(CCC(=O)NC[C@H](C)OP(=O)([O-])O[C@@H]1[C@H](O)[C@H](n6cnc7cc(C)c(C)cc76)O[C@@H]1CO)[C@@H]5CC(N)=O)[C@](C)(CC(N)=O)[C@H]4CCC(N)=O)[C@@](C)(CC(N)=O)[C@@H]3CCC(N)=O)C(C)(C)[C@@H]2CCC(N)=O.[C-]#N.[Co+3]. The result is 0 (non-inhibitor). (4) The drug is COc1ccc2c(c1)CC[C@H]1[C@@H]2CC[C@@]2(C)[C@@H](NCCCCCCN3C(=O)C=CC3=O)CC[C@@H]12. The result is 0 (non-inhibitor). (5) The drug is COc1ccc([N+](=O)[O-])cc1NC(=O)CC(C)c1ccccc1. The result is 1 (inhibitor).